From a dataset of Aqueous solubility values for 9,982 compounds from the AqSolDB database. Regression/Classification. Given a drug SMILES string, predict its absorption, distribution, metabolism, or excretion properties. Task type varies by dataset: regression for continuous measurements (e.g., permeability, clearance, half-life) or binary classification for categorical outcomes (e.g., BBB penetration, CYP inhibition). For this dataset (solubility_aqsoldb), we predict Y. (1) The drug is CC(=O)C1CCOC1=O. The Y is 0.398 log mol/L. (2) The Y is -2.93 log mol/L. The compound is COCCCNc1nc(NC(C)C)nc(SC)n1.